From a dataset of Full USPTO retrosynthesis dataset with 1.9M reactions from patents (1976-2016). Predict the reactants needed to synthesize the given product. (1) Given the product [CH:14]1([C:12]([O:11][C:5]2[CH:4]=[CH:3][C:2]([NH:1][CH2:23][C:22]3[C:25]([F:35])=[C:26]([F:34])[C:27]([C:30]([F:31])([F:33])[F:32])=[C:28]([F:29])[C:21]=3[F:20])=[CH:10][C:6]=2[C:7]([OH:9])=[O:8])=[O:13])[CH2:19][CH2:18][CH2:17][CH2:16][CH2:15]1, predict the reactants needed to synthesize it. The reactants are: [NH2:1][C:2]1[CH:3]=[CH:4][C:5]([O:11][C:12]([CH:14]2[CH2:19][CH2:18][CH2:17][CH2:16][CH2:15]2)=[O:13])=[C:6]([CH:10]=1)[C:7]([OH:9])=[O:8].[F:20][C:21]1[C:28]([F:29])=[C:27]([C:30]([F:33])([F:32])[F:31])[C:26]([F:34])=[C:25]([F:35])[C:22]=1[CH2:23]Br. (2) Given the product [NH2:30][C:25]1[CH:26]=[CH:27][CH:28]=[CH:29][C:24]=1[NH:31][C:21]([C:17]1[CH:18]=[C:19]([CH3:20])[N:15]([CH2:14][C:4]2[C:5]3[O:9][C:8]([CH:10]([CH3:11])[CH3:12])=[CH:7][C:6]=3[CH:13]=[C:2]([Cl:1])[CH:3]=2)[N:16]=1)=[O:22], predict the reactants needed to synthesize it. The reactants are: [Cl:1][C:2]1[CH:3]=[C:4]([CH2:14][N:15]2[C:19]([CH3:20])=[CH:18][C:17]([C:21](O)=[O:22])=[N:16]2)[C:5]2[O:9][C:8]([CH:10]([CH3:12])[CH3:11])=[CH:7][C:6]=2[CH:13]=1.[C:24]1([NH2:31])[CH:29]=[CH:28][CH:27]=[CH:26][C:25]=1[NH2:30].Cl.CN(C)CCCN=C=NCC.O.ON1C2C=CC=CC=2N=N1. (3) Given the product [CH3:7][O:8][C:9]1[CH:14]=[CH:13][CH:12]=[C:11]([NH2:15])[C:10]=1[NH:18][CH2:19][CH2:20][N:21]1[CH2:26][CH2:25][O:24][CH2:23][CH2:22]1, predict the reactants needed to synthesize it. The reactants are: [H-].[Al+3].[Li+].[H-].[H-].[H-].[CH3:7][O:8][C:9]1[CH:14]=[CH:13][CH:12]=[C:11]([N+:15]([O-])=O)[C:10]=1[NH:18][C:19](=O)[CH2:20][N:21]1[CH2:26][CH2:25][O:24][CH2:23][CH2:22]1.O.[OH-].[Na+].